Predict the reactants needed to synthesize the given product. From a dataset of Full USPTO retrosynthesis dataset with 1.9M reactions from patents (1976-2016). (1) Given the product [N:24]1[CH:29]=[CH:28][CH:27]=[N:26][C:25]=1[NH:30][CH2:31][C:32]1[CH:38]=[CH:37][C:35]([NH:36]/[C:4](=[C:11]2\[C:12](=[O:23])[NH:13][C:14]3[C:19]\2=[CH:18][C:17]([N+:20]([O-:22])=[O:21])=[CH:16][CH:15]=3)/[C:5]2[CH:6]=[CH:7][CH:8]=[CH:9][CH:10]=2)=[CH:34][CH:33]=1, predict the reactants needed to synthesize it. The reactants are: C(O[C:4](=[C:11]1[C:19]2[C:14](=[CH:15][CH:16]=[C:17]([N+:20]([O-:22])=[O:21])[CH:18]=2)[NH:13][C:12]1=[O:23])[C:5]1[CH:10]=[CH:9][CH:8]=[CH:7][CH:6]=1)C.[N:24]1[CH:29]=[CH:28][CH:27]=[N:26][C:25]=1[NH:30][CH2:31][C:32]1[CH:38]=[CH:37][C:35]([NH2:36])=[CH:34][CH:33]=1. (2) Given the product [CH2:1]([N:8]1[CH2:13][CH2:12][O:11][CH:10]([C:14]2[CH:15]=[CH:16][C:17]([NH:20][CH2:33][C:32]3[C:31]([Cl:30])=[CH:38][CH:37]=[CH:36][C:35]=3[Cl:39])=[CH:18][CH:19]=2)[CH2:9]1)[C:2]1[CH:3]=[CH:4][CH:5]=[CH:6][CH:7]=1, predict the reactants needed to synthesize it. The reactants are: [CH2:1]([N:8]1[CH2:13][CH2:12][O:11][CH:10]([C:14]2[CH:19]=[CH:18][C:17]([NH2:20])=[CH:16][CH:15]=2)[CH2:9]1)[C:2]1[CH:7]=[CH:6][CH:5]=[CH:4][CH:3]=1.CCN(C(C)C)C(C)C.[Cl:30][C:31]1[CH:38]=[CH:37][CH:36]=[C:35]([Cl:39])[C:32]=1[CH2:33]Br. (3) Given the product [CH2:1]([O:3][C:4]1[CH:13]=[C:8]([C:9]([OH:11])=[O:10])[C:7]([C:35]2[CH:36]=[CH:37][C:32]([C:31]([F:42])([F:41])[F:30])=[CH:33][CH:34]=2)=[CH:6][CH:5]=1)[CH3:2], predict the reactants needed to synthesize it. The reactants are: [CH2:1]([O:3][C:4]1[CH:5]=[CH:6][C:7](OS(C(F)(F)F)(=O)=O)=[C:8]([CH:13]=1)[C:9]([O:11]C)=[O:10])[CH3:2].[Cl-].[Li+].C(=O)([O-])[O-].[Na+].[Na+].[F:30][C:31]([F:42])([F:41])[C:32]1[CH:37]=[CH:36][C:35](B(O)O)=[CH:34][CH:33]=1.C. (4) Given the product [C:21]1([C:15]2[C:16](=[O:20])[N:17]([C:1](=[O:8])[C:2]3[CH:7]=[CH:6][CH:5]=[CH:4][CH:3]=3)[C:18](=[O:19])[NH:13][N:14]=2)[CH:22]=[CH:23][CH:24]=[CH:25][CH:26]=1, predict the reactants needed to synthesize it. The reactants are: [C:1](Cl)(=[O:8])[C:2]1[CH:7]=[CH:6][CH:5]=[CH:4][CH:3]=1.C([N:13]1[C:18](=[O:19])[NH:17][C:16](=[O:20])[C:15]([C:21]2[CH:26]=[CH:25][CH:24]=[CH:23][CH:22]=2)=[N:14]1)(=O)C.N1C=CC=CC=1.Cl.O.